This data is from Catalyst prediction with 721,799 reactions and 888 catalyst types from USPTO. The task is: Predict which catalyst facilitates the given reaction. Reactant: [OH2:1].CC[N:4]=C=NCCCN(C)C.Cl.C[C:15]1[CH:16]=[CH:17][C:18]([N:24]2[N:28]=CC=N2)=[C:19]([CH:23]=1)C(O)=O.C(N)C.C([O-])(O)=O.[Na+]. Product: [CH:16]1[CH:15]=[CH:23][C:19]2[N:4]([OH:1])[N:28]=[N:24][C:18]=2[CH:17]=1. The catalyst class is: 3.